This data is from Full USPTO retrosynthesis dataset with 1.9M reactions from patents (1976-2016). The task is: Predict the reactants needed to synthesize the given product. (1) The reactants are: Cl[C:2]1[C:11]2[C:6](=[CH:7][CH:8]=[CH:9][CH:10]=2)[N:5]=[C:4]([C:12]2[CH:17]=[CH:16][CH:15]=[CH:14][C:13]=2[OH:18])[N:3]=1.[NH:19]1[CH2:24][CH2:23][CH:22]([NH:25][C:26](=[O:32])[O:27][C:28]([CH3:31])([CH3:30])[CH3:29])[CH2:21][CH2:20]1.C(N(CC)CC)C. Given the product [OH:18][C:13]1[CH:14]=[CH:15][CH:16]=[CH:17][C:12]=1[C:4]1[N:3]=[C:2]([N:19]2[CH2:20][CH2:21][CH:22]([NH:25][C:26](=[O:32])[O:27][C:28]([CH3:30])([CH3:29])[CH3:31])[CH2:23][CH2:24]2)[C:11]2[C:6](=[CH:7][CH:8]=[CH:9][CH:10]=2)[N:5]=1, predict the reactants needed to synthesize it. (2) Given the product [Cl:16][C:5]1[C:4]([CH2:1][CH:2]=[O:21])=[C:9]([C:10]2[CH:15]=[CH:14][CH:13]=[CH:12][N:11]=2)[N:8]=[CH:7][N:6]=1, predict the reactants needed to synthesize it. The reactants are: [CH2:1]([C:4]1[C:5]([Cl:16])=[N:6][CH:7]=[N:8][C:9]=1[C:10]1[CH:15]=[CH:14][CH:13]=[CH:12][N:11]=1)[CH:2]=C.C[N+]1([O-])CC[O:21]CC1. (3) Given the product [CH3:15][C@H:10]1[O:11][C@@H:12]([CH3:14])[CH2:13][N:8]([C:5]2[C:4]([CH:16]=[O:17])=[CH:3][C:2]([C:26]3[CH:25]=[CH:24][CH:23]=[C:22]4[C:27]=3[N:18]=[CH:19][CH:20]=[CH:21]4)=[CH:7][N:6]=2)[CH2:9]1, predict the reactants needed to synthesize it. The reactants are: Br[C:2]1[CH:3]=[C:4]([CH:16]=[O:17])[C:5]([N:8]2[CH2:13][C@@H:12]([CH3:14])[O:11][C@@H:10]([CH3:15])[CH2:9]2)=[N:6][CH:7]=1.[N:18]1[C:27]2[C:22](=[CH:23][CH:24]=[CH:25][C:26]=2B(O)O)[CH:21]=[CH:20][CH:19]=1. (4) Given the product [Cl:23][C:24]1[CH:25]=[C:26]([C:27]2[N:12]=[C:11]([C:9]3[CH:10]=[C:5]([C:3]([OH:2])=[O:4])[C:6]([C:14]4[CH:19]=[CH:18][CH:17]=[CH:16][C:15]=4[N+:20]([O-:22])=[O:21])=[CH:7][CH:8]=3)[S:13][CH:28]=2)[CH:31]=[CH:32][CH:33]=1, predict the reactants needed to synthesize it. The reactants are: C[O:2][C:3]([C:5]1[C:6]([C:14]2[CH:19]=[CH:18][CH:17]=[CH:16][C:15]=2[N+:20]([O-:22])=[O:21])=[CH:7][CH:8]=[C:9]([C:11](=[S:13])[NH2:12])[CH:10]=1)=[O:4].[Cl:23][C:24]1[CH:25]=[C:26]([CH:31]=[CH:32][CH:33]=1)[C:27](=O)[CH2:28]Br. (5) The reactants are: P(Cl)(Cl)(Cl)=O.C([O:8][C:9](=[O:19])[CH2:10][C:11]1[C:12](=[O:18])[NH:13][N:14]=[C:15]([OH:17])[CH:16]=1)C. Given the product [OH:17][C:15]1[CH:16]=[C:11]([CH2:10][C:9]([OH:19])=[O:8])[C:12](=[O:18])[NH:13][N:14]=1, predict the reactants needed to synthesize it.